Predict the product of the given reaction. From a dataset of Forward reaction prediction with 1.9M reactions from USPTO patents (1976-2016). (1) Given the reactants [OH:1][C:2]1[C:7]([C:8](=[O:21])[NH:9][CH2:10][C:11]2[C:20]3[C:15](=[CH:16][CH:17]=[CH:18][CH:19]=3)[CH:14]=[CH:13][CH:12]=2)=[CH:6][N:5]=[C:4]([C:22]([OH:24])=O)[N:3]=1.Cl.[NH2:26][CH2:27][C:28]([O:30][CH2:31][CH3:32])=[O:29].CN(C(ON1N=NC2C=CC=CC1=2)=[N+](C)C)C.[B-](F)(F)(F)F.CCN(C(C)C)C(C)C, predict the reaction product. The product is: [CH2:31]([O:30][C:28](=[O:29])[CH2:27][NH:26][C:22]([C:4]1[N:3]=[C:2]([OH:1])[C:7]([C:8](=[O:21])[NH:9][CH2:10][C:11]2[C:12]3[C:17](=[CH:16][CH:15]=[CH:14][CH:13]=3)[CH:18]=[CH:19][CH:20]=2)=[CH:6][N:5]=1)=[O:24])[CH3:32]. (2) Given the reactants [F:1][C:2]1[CH:10]=[C:9]2[C:5]([C:6]3([CH2:20][CH2:19]3)[C:7](=[O:18])[N:8]2C(OC(C)(C)C)=O)=[CH:4][CH:3]=1.Cl, predict the reaction product. The product is: [F:1][C:2]1[CH:10]=[C:9]2[C:5]([C:6]3([CH2:20][CH2:19]3)[C:7](=[O:18])[NH:8]2)=[CH:4][CH:3]=1. (3) Given the reactants [ClH:1].[NH2:2][C:3]1[N:4]=[CH:5][C:6]([C:20]2[CH:25]=[CH:24][C:23]([S:26]([N:29]([CH:31]3[CH2:33][CH2:32]3)[CH3:30])(=[O:28])=[O:27])=[CH:22][CH:21]=2)=[N:7][C:8]=1[C:9]1[CH:10]=[C:11]2[C:16](=[CH:17][CH:18]=1)[C:15]([OH:19])=[N:14][CH:13]=[CH:12]2.COC(OC)N(C)C.[Br:42]N1C(=O)CCC1=O, predict the reaction product. The product is: [ClH:1].[NH2:2][C:3]1[N:4]=[CH:5][C:6]([C:20]2[CH:21]=[CH:22][C:23]([S:26]([N:29]([CH:31]3[CH2:32][CH2:33]3)[CH3:30])(=[O:27])=[O:28])=[CH:24][CH:25]=2)=[N:7][C:8]=1[C:9]1[CH:10]=[C:11]2[C:16](=[CH:17][CH:18]=1)[C:15]([OH:19])=[N:14][CH:13]=[C:12]2[Br:42]. (4) Given the reactants Br[C:2]1[CH:3]=[C:4]2[C:8](=[CH:9][CH:10]=1)[CH2:7][N:6]([C:11]([C:24]1[CH:29]=[CH:28][CH:27]=[CH:26][CH:25]=1)([C:18]1[CH:23]=[CH:22][CH:21]=[CH:20][CH:19]=1)[C:12]1[CH:17]=[CH:16][CH:15]=[CH:14][CH:13]=1)[CH2:5]2.C([Li])CCC.[CH3:35][N:36]1[CH2:41][CH2:40][C:39](=[O:42])[CH2:38][CH2:37]1, predict the reaction product. The product is: [CH3:35][N:36]1[CH2:41][CH2:40][C:39]([C:2]2[CH:3]=[C:4]3[C:8](=[CH:9][CH:10]=2)[CH2:7][N:6]([C:11]([C:24]2[CH:29]=[CH:28][CH:27]=[CH:26][CH:25]=2)([C:18]2[CH:19]=[CH:20][CH:21]=[CH:22][CH:23]=2)[C:12]2[CH:17]=[CH:16][CH:15]=[CH:14][CH:13]=2)[CH2:5]3)([OH:42])[CH2:38][CH2:37]1.